This data is from Forward reaction prediction with 1.9M reactions from USPTO patents (1976-2016). The task is: Predict the product of the given reaction. Given the reactants [F:1][C:2]1[CH:7]=[CH:6][C:5]([CH:8]([C:24]2[CH:29]=[CH:28][C:27]([F:30])=[CH:26][CH:25]=2)[N:9]2[CH2:14][CH2:13][N:12]([CH2:15]/[CH:16]=[CH:17]\[CH2:18][O:19][CH2:20][C:21]([OH:23])=[O:22])[CH2:11][CH2:10]2)=[CH:4][CH:3]=1.[ClH:31].[CH:32](O)([CH3:34])[CH3:33], predict the reaction product. The product is: [ClH:31].[ClH:31].[CH:32]([O:22][C:21](=[O:23])[CH2:20][O:19][CH2:18]/[CH:17]=[CH:16]\[CH2:15][N:12]1[CH2:13][CH2:14][N:9]([CH:8]([C:24]2[CH:25]=[CH:26][C:27]([F:30])=[CH:28][CH:29]=2)[C:5]2[CH:6]=[CH:7][C:2]([F:1])=[CH:3][CH:4]=2)[CH2:10][CH2:11]1)([CH3:34])[CH3:33].